This data is from Full USPTO retrosynthesis dataset with 1.9M reactions from patents (1976-2016). The task is: Predict the reactants needed to synthesize the given product. (1) The reactants are: [CH:1]1([C@@H:7]([NH:9][C:10]([C:12]2[C:21]3[C:16](=[CH:17][C:18]([CH2:22][OH:23])=[CH:19][CH:20]=3)[N:15]=[C:14]([C:24]3[CH:29]=[CH:28][CH:27]=[CH:26][CH:25]=3)[C:13]=2[CH3:30])=[O:11])[CH3:8])[CH2:6][CH2:5][CH2:4][CH2:3][CH2:2]1.[OH-:31].[K+]. Given the product [CH:1]1([C@@H:7]([NH:9][C:10]([C:12]2[C:21]3[C:16](=[CH:17][C:18]([C:22]([OH:31])=[O:23])=[CH:19][CH:20]=3)[N:15]=[C:14]([C:24]3[CH:29]=[CH:28][CH:27]=[CH:26][CH:25]=3)[C:13]=2[CH3:30])=[O:11])[CH3:8])[CH2:6][CH2:5][CH2:4][CH2:3][CH2:2]1, predict the reactants needed to synthesize it. (2) Given the product [CH:18]1([C:21]2[O:25][C:24]([C:26]3[CH:31]=[CH:30][C:29]([CH:32]([O:39][CH3:40])[C:33]([C:15]4[O:14][C:13]([C:5]5[CH:6]=[C:7]([O:11][CH3:12])[C:8]([O:9][CH3:10])=[C:3]([O:2][CH3:1])[CH:4]=5)=[CH:17][CH:16]=4)=[O:34])=[CH:28][CH:27]=3)=[N:23][N:22]=2)[CH2:19][CH2:20]1, predict the reactants needed to synthesize it. The reactants are: [CH3:1][O:2][C:3]1[CH:4]=[C:5]([C:13]2[O:14][CH:15]=[CH:16][CH:17]=2)[CH:6]=[C:7]([O:11][CH3:12])[C:8]=1[O:9][CH3:10].[CH:18]1([C:21]2[O:25][C:24]([C:26]3[CH:31]=[CH:30][C:29]([CH:32]([O:39][CH3:40])[C:33](N(OC)C)=[O:34])=[CH:28][CH:27]=3)=[N:23][N:22]=2)[CH2:20][CH2:19]1.